Dataset: Forward reaction prediction with 1.9M reactions from USPTO patents (1976-2016). Task: Predict the product of the given reaction. (1) Given the reactants [CH:1]([Si:4]([CH:44]([CH3:46])[CH3:45])([CH:41]([CH3:43])[CH3:42])[O:5][CH2:6][C@@H:7]([O:33][CH2:34][C:35]1[CH:40]=[CH:39][CH:38]=[CH:37][CH:36]=1)[C@@H:8]([O:25][CH2:26][C:27]1[CH:32]=[CH:31][CH:30]=[CH:29][CH:28]=1)[C@H:9]([O:17][CH2:18][C:19]1[CH:24]=[CH:23][CH:22]=[CH:21][CH:20]=1)[CH:10](SCC)SCC)([CH3:3])[CH3:2].C1C(=O)N(Br)C(=[O:50])C1, predict the reaction product. The product is: [CH2:18]([O:17][C@@H:9]([C@H:8]([O:25][CH2:26][C:27]1[CH:28]=[CH:29][CH:30]=[CH:31][CH:32]=1)[C@H:7]([O:33][CH2:34][C:35]1[CH:36]=[CH:37][CH:38]=[CH:39][CH:40]=1)[CH2:6][O:5][Si:4]([CH:1]([CH3:3])[CH3:2])([CH:41]([CH3:42])[CH3:43])[CH:44]([CH3:46])[CH3:45])[CH:10]=[O:50])[C:19]1[CH:24]=[CH:23][CH:22]=[CH:21][CH:20]=1. (2) Given the reactants C([O:3][C:4]([C:6]1[CH:7]=[C:8]2[C:12](=[CH:13][CH:14]=1)[N:11]([CH2:15][C:16]([F:19])([F:18])[F:17])[C:10]([C:20]([N:22]1[CH2:27][CH2:26][O:25][CH2:24][CH2:23]1)=[O:21])=[CH:9]2)=[O:5])C.O.[OH-].[Li+], predict the reaction product. The product is: [N:22]1([C:20]([C:10]2[N:11]([CH2:15][C:16]([F:19])([F:17])[F:18])[C:12]3[C:8]([CH:9]=2)=[CH:7][C:6]([C:4]([OH:5])=[O:3])=[CH:14][CH:13]=3)=[O:21])[CH2:27][CH2:26][O:25][CH2:24][CH2:23]1. (3) Given the reactants [H-].[Na+].[NH2:3][CH:4]1[CH2:7][CH:6]([OH:8])[CH2:5]1.[CH2:9]([O:16][C:17]1[C:26]2[C:21](=[CH:22][C:23](F)=[C:24]([Cl:27])[CH:25]=2)[CH:20]=[CH:19][N:18]=1)[C:10]1[CH:15]=[CH:14][CH:13]=[CH:12][CH:11]=1, predict the reaction product. The product is: [CH2:9]([O:16][C:17]1[C:26]2[C:21](=[CH:22][C:23]([O:8][CH:6]3[CH2:7][CH:4]([NH2:3])[CH2:5]3)=[C:24]([Cl:27])[CH:25]=2)[CH:20]=[CH:19][N:18]=1)[C:10]1[CH:11]=[CH:12][CH:13]=[CH:14][CH:15]=1. (4) Given the reactants [C:1]([O:5][C:6]([NH:8][CH2:9][CH:10]([OH:13])[CH2:11]O)=[O:7])([CH3:4])([CH3:3])[CH3:2].N1C=CN=C1.C1(P(C2C=CC=CC=2)C2C=CC=CC=2)C=CC=CC=1.[I:38]I.S([O-])([O-])=O.[Na+].[Na+], predict the reaction product. The product is: [C:1]([O:5][C:6]([NH:8][CH2:9][CH:10]([OH:13])[CH2:11][I:38])=[O:7])([CH3:4])([CH3:3])[CH3:2]. (5) Given the reactants Cl.[N+:2]([C:5]1[C:6]([NH:11][CH2:12][C@@H:13]2[CH2:17][CH2:16][NH:15][CH2:14]2)=[N:7][CH:8]=[CH:9][CH:10]=1)([O-:4])=[O:3].C(N(C(C)C)CC)(C)C.[CH:27]1([C:30](Cl)=[O:31])[CH2:29][CH2:28]1, predict the reaction product. The product is: [CH:27]1([C:30]([N:15]2[CH2:16][CH2:17][C@@H:13]([CH2:12][NH:11][C:6]3[C:5]([N+:2]([O-:4])=[O:3])=[CH:10][CH:9]=[CH:8][N:7]=3)[CH2:14]2)=[O:31])[CH2:29][CH2:28]1. (6) Given the reactants [C:1]1([C:7]2[CH:12]=[CH:11][CH:10]=[CH:9][CH:8]=2)[CH:6]=[CH:5][CH:4]=[CH:3][CH:2]=1.[C:13](Cl)([CH3:16])([CH3:15])[CH3:14], predict the reaction product. The product is: [C:13]([C:4]1[CH:5]=[CH:6][C:1]([C:7]2[CH:8]=[CH:9][C:10]([C:1]([CH3:7])([CH3:6])[CH3:2])=[CH:11][CH:12]=2)=[CH:2][CH:3]=1)([CH3:16])([CH3:15])[CH3:14]. (7) Given the reactants [CH3:1][O:2][C:3]1[CH:8]=[CH:7][CH:6]=[CH:5][C:4]=1B(O)O.[Br:12][C:13]1[CH:18]=[CH:17][C:16](I)=[CH:15][N:14]=1.[O-]P([O-])([O-])=O.[K+].[K+].[K+], predict the reaction product. The product is: [Br:12][C:13]1[CH:18]=[CH:17][C:16]([C:4]2[CH:5]=[CH:6][CH:7]=[CH:8][C:3]=2[O:2][CH3:1])=[CH:15][N:14]=1.